Dataset: Full USPTO retrosynthesis dataset with 1.9M reactions from patents (1976-2016). Task: Predict the reactants needed to synthesize the given product. (1) Given the product [Br:31][C:32]1[CH:33]=[C:34]([O:39][C:40]2[CH:45]=[CH:44][CH:43]=[CH:42][CH:41]=2)[C:35]([NH:38][C:28]2[S:29][N:15]=[C:2]([CH:3]3[CH2:7][CH2:6][N:5]([C:8]([O:10][C:11]([CH3:12])([CH3:13])[CH3:14])=[O:9])[CH2:4]3)[N:27]=2)=[N:36][CH:37]=1, predict the reactants needed to synthesize it. The reactants are: Cl[C:2](=[N:15]OS(C)(=O)=O)[CH:3]1[CH2:7][CH2:6][N:5]([C:8]([O:10][C:11]([CH3:14])([CH3:13])[CH3:12])=[O:9])[CH2:4]1.N1C=CC=CC=1.[N:27]([Na])=[C:28]=[S:29].[Br:31][C:32]1[CH:33]=[C:34]([O:39][C:40]2[CH:45]=[CH:44][CH:43]=[CH:42][CH:41]=2)[C:35]([NH2:38])=[N:36][CH:37]=1. (2) Given the product [Cl:23][C:9]1[N:10]=[CH:11][N:12]([C:13]2[CH:18]=[CH:17][C:16]([S:19]([CH3:22])(=[O:20])=[O:21])=[CH:15][CH:14]=2)[C:8]=1[C:5]1[CH:4]=[CH:3][C:2]([F:1])=[CH:7][CH:6]=1, predict the reactants needed to synthesize it. The reactants are: [F:1][C:2]1[CH:7]=[CH:6][C:5]([C:8]2[N:12]([C:13]3[CH:18]=[CH:17][C:16]([S:19]([CH3:22])(=[O:21])=[O:20])=[CH:15][CH:14]=3)[CH:11]=[N:10][CH:9]=2)=[CH:4][CH:3]=1.[Cl:23]N1C(=O)CCC1=O.